Dataset: Reaction yield outcomes from USPTO patents with 853,638 reactions. Task: Predict the reaction yield, written as a fraction of the theoretical maximum amount of product (1.0 means a 100% yield; for example, 0.34 means a 34% yield). (1) The reactants are [CH:1]1([CH2:6][C@H:7]([C@@H:23]([OH:32])[CH2:24][CH2:25][C:26]2[CH:31]=[CH:30][CH:29]=[CH:28][CH:27]=2)[C:8](N2[C@H](CC3C=CC=CC=3)COC2=O)=[O:9])[CH2:5][CH2:4][CH2:3][CH2:2]1.OO.[OH-].[Li+].S([O-])([O-])=[O:38].[Na+].[Na+]. The catalyst is C1COCC1.O. The product is [CH:1]1([CH2:6][C@H:7]([C@@H:23]([OH:32])[CH2:24][CH2:25][C:26]2[CH:31]=[CH:30][CH:29]=[CH:28][CH:27]=2)[C:8]([OH:9])=[O:38])[CH2:2][CH2:3][CH2:4][CH2:5]1. The yield is 0.810. (2) The reactants are [Cl:1][C:2]1[C:3]([CH3:30])=[C:4]([NH:10][C:11]([N:13]2[CH2:17][C@H:16]([O:18][Si:19]([C:22]([CH3:25])([CH3:24])[CH3:23])([CH3:21])[CH3:20])[CH2:15][C@H:14]2[C:26](OC)=[O:27])=[O:12])[CH:5]=[CH:6][C:7]=1[C:8]#[N:9].[Li+].[BH4-]. The catalyst is C1COCC1. The product is [Cl:1][C:2]1[C:3]([CH3:30])=[C:4]([NH:10][C:11]([N:13]2[CH2:17][C@H:16]([O:18][Si:19]([C:22]([CH3:23])([CH3:24])[CH3:25])([CH3:20])[CH3:21])[CH2:15][C@H:14]2[CH2:26][OH:27])=[O:12])[CH:5]=[CH:6][C:7]=1[C:8]#[N:9]. The yield is 0.930. (3) The reactants are [F:1][C:2]1[CH:7]=[CH:6][C:5]([C:8]2[C:12]([C:13]3[CH:18]=[CH:17][C:16]([F:19])=[CH:15][CH:14]=3)=[C:11]([CH:20]=[O:21])[N:10]([CH:22]([CH3:24])[CH3:23])[C:9]=2[C:25]([OH:27])=O)=[CH:4][CH:3]=1.[S:28]([C:32]1[CH:38]=[CH:37][C:35]([NH2:36])=[CH:34][CH:33]=1)(=[O:31])(=[O:30])[NH2:29].C(N(CC)CC)C. The catalyst is S(Cl)(Cl)=O. The product is [S:28]([C:32]1[CH:33]=[CH:34][C:35]([NH:36][C:25]([C:9]2[N:10]([CH:22]([CH3:24])[CH3:23])[C:11]([CH:20]=[O:21])=[C:12]([C:13]3[CH:14]=[CH:15][C:16]([F:19])=[CH:17][CH:18]=3)[C:8]=2[C:5]2[CH:6]=[CH:7][C:2]([F:1])=[CH:3][CH:4]=2)=[O:27])=[CH:37][CH:38]=1)(=[O:30])(=[O:31])[NH2:29]. The yield is 0.570. (4) The catalyst is S(Cl)(Cl)=O. The product is [CH3:13][O:11][C:10](=[O:12])[CH2:9][C:4]1[CH:5]=[CH:6][C:7]([OH:8])=[C:2]([Br:1])[CH:3]=1. The yield is 0.990. The reactants are [Br:1][C:2]1[CH:3]=[C:4]([CH2:9][C:10]([OH:12])=[O:11])[CH:5]=[CH:6][C:7]=1[OH:8].[CH3:13]O. (5) The reactants are [NH2:1][C@H:2](C(N)=O)[CH2:3][C:4]1C=CC(O)=C[CH:5]=1.Cl.C([N:17]([CH2:20]C)[CH2:18][CH3:19])C. The catalyst is O1CCOCC1. The product is [N:17]1[C:18]2[CH:19]=[CH:5][CH:4]=[CH:3][C:2]=2[NH:1][CH:20]=1. The yield is 0.720. (6) The reactants are [C:1]1([CH2:7][C:8](=[O:12])[C:9]([OH:11])=O)[CH:6]=[CH:5][CH:4]=[CH:3][CH:2]=1.CCN=C=NCCCN(C)C.Cl.C1C=CC2N(O)N=NC=2C=1.[CH2:35]([NH2:42])[CH2:36][CH2:37][CH2:38][CH2:39][CH2:40][CH3:41]. The catalyst is C(Cl)Cl. The product is [CH2:35]([NH:42][C:9](=[O:11])[C:8](=[O:12])[CH2:7][C:1]1[CH:2]=[CH:3][CH:4]=[CH:5][CH:6]=1)[CH2:36][CH2:37][CH2:38][CH2:39][CH2:40][CH3:41]. The yield is 0.240. (7) The reactants are [Cl:1][C:2]1[CH:7]=[CH:6][C:5]([C@@H:8]2[N:14]([C@@H:15]([C:17]3[CH:22]=[CH:21][C:20]([Cl:23])=[CH:19][CH:18]=3)[CH3:16])[C:13](=[O:24])[C:12]3[CH:25]=[C:26](I)[CH:27]=[CH:28][C:11]=3[NH:10][C:9]2=[O:30])=[CH:4][CH:3]=1.[CH3:31][C:32]1[CH:37]=[CH:36][CH:35]=[CH:34][C:33]=1B(O)O.C(=O)([O-])[O-].[Na+].[Na+]. The catalyst is C(O)C.C1(C)C=CC=CC=1.C1C=CC([P]([Pd]([P](C2C=CC=CC=2)(C2C=CC=CC=2)C2C=CC=CC=2)([P](C2C=CC=CC=2)(C2C=CC=CC=2)C2C=CC=CC=2)[P](C2C=CC=CC=2)(C2C=CC=CC=2)C2C=CC=CC=2)(C2C=CC=CC=2)C2C=CC=CC=2)=CC=1. The yield is 0.680. The product is [Cl:1][C:2]1[CH:7]=[CH:6][C:5]([C@@H:8]2[N:14]([C@@H:15]([C:17]3[CH:22]=[CH:21][C:20]([Cl:23])=[CH:19][CH:18]=3)[CH3:16])[C:13](=[O:24])[C:12]3[CH:25]=[C:26]([C:33]4[CH:34]=[CH:35][CH:36]=[CH:37][C:32]=4[CH3:31])[CH:27]=[CH:28][C:11]=3[NH:10][C:9]2=[O:30])=[CH:4][CH:3]=1. (8) The reactants are [Br:1][C:2]1[C:6]([C:7]#[N:8])=[C:5]([Br:9])[S:4][C:3]=1[C:10]([OH:12])=O.S(Cl)(Cl)=O.C(#[N:19])C.C(Cl)Cl.N.O1CCOCC1. The catalyst is Cl. The product is [Br:1][C:2]1[C:6]([C:7]#[N:8])=[C:5]([Br:9])[S:4][C:3]=1[C:10]([NH2:19])=[O:12]. The yield is 0.980. (9) The reactants are [Na+].[O:2]=[S:3]1(=[O:17])[C:12]2[C:7](=[CH:8][CH:9]=[CH:10][N:11]=2)[NH:6][C:5]([CH2:13][C:14]([O-])=[O:15])=[N:4]1.C([O:20][C:21]([C@H:23]1[C@@H:28]([NH:29][CH2:30][C:31]2[CH:36]=[CH:35][C:34]([F:37])=[CH:33][CH:32]=2)[C@H:27]2[CH2:38][C@@H:24]1[CH2:25][CH2:26]2)=O)C.F[P-](F)(F)(F)(F)F.N1(OC(N(C)C)=[N+](C)C)C2N=CC=CC=2N=N1.C(N(CC)CC)C. The catalyst is CN(C)C=O.C(OCC)(=O)C. The product is [O:2]=[S:3]1(=[O:17])[C:12]2[C:7](=[CH:8][CH:9]=[CH:10][N:11]=2)[NH:6][C:5]([C:13]2[C:14](=[O:15])[N:29]([CH2:30][C:31]3[CH:32]=[CH:33][C:34]([F:37])=[CH:35][CH:36]=3)[C@@H:28]3[C@H:23]([C:21]=2[OH:20])[C@@H:24]2[CH2:38][C@H:27]3[CH2:26][CH2:25]2)=[N:4]1. The yield is 0.0690. (10) The reactants are Cl[C:2]1[N:7]=[C:6]([C:8]2[C:9]([C:13]3[CH:18]=[CH:17][C:16]([F:19])=[CH:15][CH:14]=3)=[N:10][NH:11][CH:12]=2)[CH:5]=[CH:4][N:3]=1.[F:20][C:21]1[CH:27]=[CH:26][CH:25]=[CH:24][C:22]=1[NH2:23]. The catalyst is CO. The product is [F:20][C:21]1[CH:27]=[CH:26][CH:25]=[CH:24][C:22]=1[NH:23][C:2]1[N:7]=[C:6]([C:8]2[C:9]([C:13]3[CH:18]=[CH:17][C:16]([F:19])=[CH:15][CH:14]=3)=[N:10][NH:11][CH:12]=2)[CH:5]=[CH:4][N:3]=1. The yield is 0.770.